This data is from Forward reaction prediction with 1.9M reactions from USPTO patents (1976-2016). The task is: Predict the product of the given reaction. (1) Given the reactants [CH3:1][O:2][C:3]([C:5]1[CH:10]=[N:9][C:8]([N:11]2[CH2:14][C:13]([F:16])([F:15])[CH2:12]2)=[CH:7][N:6]=1)=[O:4].[Br:17]N1C(=O)CCC1=O.O, predict the reaction product. The product is: [CH3:1][O:2][C:3]([C:5]1[CH:10]=[N:9][C:8]([N:11]2[CH2:14][C:13]([F:16])([F:15])[CH2:12]2)=[C:7]([Br:17])[N:6]=1)=[O:4]. (2) Given the reactants [O:1]1[CH2:6][CH2:5][CH2:4][CH2:3][CH:2]1[O:7][C:8]1[CH:9]=[C:10]([CH:14]=[C:15]([O:17][CH:18]2[CH2:23][CH2:22][CH2:21][CH2:20][O:19]2)[CH:16]=1)[C:11]([OH:13])=[O:12].C1(N=C=NC2CCCCC2)CCCCC1.O[N:40]1[C:44](=[O:45])[CH2:43][CH2:42][C:41]1=[O:46].CCOCC, predict the reaction product. The product is: [O:1]1[CH2:6][CH2:5][CH2:4][CH2:3][CH:2]1[O:7][C:8]1[CH:9]=[C:10]([CH:14]=[C:15]([O:17][CH:18]2[CH2:23][CH2:22][CH2:21][CH2:20][O:19]2)[CH:16]=1)[C:11]([O:13][N:40]1[C:44](=[O:45])[CH2:43][CH2:42][C:41]1=[O:46])=[O:12]. (3) Given the reactants [CH:1]1([C:4]2[N:8]=[C:7]([C:9]3[N:10]=[CH:11][N:12]4[C:18]=3[CH2:17][N:16](CC3C=CC(OC)=CC=3OC)[C:15](=[O:30])[C:14]3[CH:31]=[C:32]([CH3:35])[CH:33]=[CH:34][C:13]4=3)[O:6][N:5]=2)[CH2:3][CH2:2]1.FC(F)(F)S(O)(=O)=O, predict the reaction product. The product is: [CH:1]1([C:4]2[N:8]=[C:7]([C:9]3[N:10]=[CH:11][N:12]4[C:18]=3[CH2:17][NH:16][C:15](=[O:30])[C:14]3[CH:31]=[C:32]([CH3:35])[CH:33]=[CH:34][C:13]4=3)[O:6][N:5]=2)[CH2:3][CH2:2]1. (4) Given the reactants O1CCCCC1[O:7][C:8]1[CH:13]=[CH:12][CH:11]=[CH:10][C:9]=1[C:14]1[CH:19]=[CH:18][C:17]([O:20][CH2:21][C:22]2[CH:31]=[CH:30][C:29]3[C:24](=[CH:25][CH:26]=[CH:27][CH:28]=3)[N:23]=2)=[CH:16][CH:15]=1.C1(C)C=CC(S([O-])(=O)=O)=CC=1.[NH+]1C=CC=CC=1, predict the reaction product. The product is: [N:23]1[C:24]2[C:29](=[CH:28][CH:27]=[CH:26][CH:25]=2)[CH:30]=[CH:31][C:22]=1[CH2:21][O:20][C:17]1[CH:18]=[CH:19][C:14]([C:9]2[C:8]([OH:7])=[CH:13][CH:12]=[CH:11][CH:10]=2)=[CH:15][CH:16]=1. (5) Given the reactants Br[C:2]1[S:6][C:5]2[C:7](=[O:17])[CH2:8][CH:9]([C:10]3[CH:15]=[CH:14][C:13]([Cl:16])=[CH:12][CH:11]=3)[C:4]=2[CH:3]=1.[NH:18]1[CH2:23][CH2:22][O:21][CH2:20][CH2:19]1.O1CCOCC1.C(=O)([O-])[O-].[Cs+].[Cs+].C1(P(C2C=CC=CC=2)C2C3OC4C(=CC=CC=4P(C4C=CC=CC=4)C4C=CC=CC=4)C(C)(C)C=3C=CC=2)C=CC=CC=1, predict the reaction product. The product is: [Cl:16][C:13]1[CH:14]=[CH:15][C:10]([CH:9]2[C:4]3[CH:3]=[C:2]([N:18]4[CH2:23][CH2:22][O:21][CH2:20][CH2:19]4)[S:6][C:5]=3[C:7](=[O:17])[CH2:8]2)=[CH:11][CH:12]=1. (6) Given the reactants [C:1]1(=[O:28])[N:5]([CH2:6][CH2:7][CH2:8][CH2:9][CH2:10][N:11]2[C:15]3=[CH:16][N:17]=[C:18]4[CH:19]=[CH:20][CH:21]=[C:13]([N:14]34)[C:12]2=[O:22])C(=O)C2=CC=CC=C12.C(OC([O:31][C:32]([CH3:35])([CH3:34])[CH3:33])=O)([O:31][C:32]([CH3:35])([CH3:34])[CH3:33])=O.C(N(CC)CC)C, predict the reaction product. The product is: [C:32]([O:31][C:1]([NH:5][CH2:6][CH2:7][CH2:8][CH2:9][CH2:10][N:11]1[C:15]2=[CH:16][N:17]=[C:18]3[CH:19]=[CH:20][CH:21]=[C:13]([N:14]23)[C:12]1=[O:22])=[O:28])([CH3:35])([CH3:34])[CH3:33]. (7) Given the reactants N#N.Br[C:4]1[C:5]([CH3:20])=[CH:6][C:7]([C@@H:10]([NH:12][C:13](=[O:19])[O:14][C:15]([CH3:18])([CH3:17])[CH3:16])[CH3:11])=[N:8][CH:9]=1.[F:21][C:22]([F:33])([F:32])[C:23]1[CH:28]=[C:27](B(O)O)[CH:26]=[CH:25][N:24]=1.C([O-])([O-])=O.[Na+].[Na+], predict the reaction product. The product is: [CH3:20][C:5]1[CH:6]=[C:7]([C@@H:10]([NH:12][C:13](=[O:19])[O:14][C:15]([CH3:18])([CH3:17])[CH3:16])[CH3:11])[N:8]=[CH:9][C:4]=1[C:27]1[CH:26]=[CH:25][N:24]=[C:23]([C:22]([F:33])([F:32])[F:21])[CH:28]=1. (8) Given the reactants [NH2:1][C:2]1[NH:6][N:5]=[C:4]([NH:7][C:8]2[CH:13]=[CH:12][CH:11]=[C:10]([Cl:14])[CH:9]=2)[C:3]=1[C:15]#[N:16].[F:17][C:18]([F:35])([F:34])[C:19]1[CH:20]=[CH:21][C:22]([O:25][C:26]2[CH:33]=[CH:32][C:29]([CH:30]=O)=[CH:28][CH:27]=2)=[N:23][CH:24]=1, predict the reaction product. The product is: [Cl:14][C:10]1[CH:9]=[C:8]([NH:7][C:4]2[C:3]([C:15]#[N:16])=[C:2]([N:1]=[CH:30][C:29]3[CH:28]=[CH:27][C:26]([O:25][C:22]4[CH:21]=[CH:20][C:19]([C:18]([F:35])([F:17])[F:34])=[CH:24][N:23]=4)=[CH:33][CH:32]=3)[NH:6][N:5]=2)[CH:13]=[CH:12][CH:11]=1. (9) Given the reactants CCN=C=NCCCN(C)C.C1C=CC2N(O)N=NC=2C=1.[CH3:22][C:23]1[O:27][C:26](=[O:28])[O:25][C:24]=1[CH2:29][O:30][C:31](=[O:52])[C@H:32]([OH:51])[CH2:33][N:34]([CH2:36][C:37]1[CH:42]=[CH:41][C:40]([C:43]2[CH:48]=[C:47]([Cl:49])[CH:46]=[CH:45][C:44]=2[F:50])=[CH:39][CH:38]=1)[NH2:35].[CH3:53][O:54][C:55]1[CH:59]=[C:58]([C:60](O)=[O:61])[O:57][N:56]=1.CCN(C(C)C)C(C)C, predict the reaction product. The product is: [CH3:22][C:23]1[O:27][C:26](=[O:28])[O:25][C:24]=1[CH2:29][O:30][C:31](=[O:52])[C@H:32]([OH:51])[CH2:33][N:34]([CH2:36][C:37]1[CH:38]=[CH:39][C:40]([C:43]2[CH:48]=[C:47]([Cl:49])[CH:46]=[CH:45][C:44]=2[F:50])=[CH:41][CH:42]=1)[NH:35][C:60]([C:58]1[O:57][N:56]=[C:55]([O:54][CH3:53])[CH:59]=1)=[O:61]. (10) Given the reactants Cl[C:2]1[C:11]2[C:6](=[CH:7][CH:8]=[CH:9][CH:10]=2)[C:5](=[O:12])[C:4](=[O:13])[CH:3]=1.[OH:14][C:15]1([CH2:28][SH:29])[CH2:20][CH2:19][N:18]([C:21]([O:23][C:24]([CH3:27])([CH3:26])[CH3:25])=[O:22])[CH2:17][CH2:16]1.C(=O)([O-])[O-].[K+].[K+], predict the reaction product. The product is: [O:13]=[C:4]1[C:5](=[O:12])[C:6]2[C:11](=[CH:10][CH:9]=[CH:8][CH:7]=2)[C:2]([S:29][CH2:28][C:15]2([OH:14])[CH2:16][CH2:17][N:18]([C:21]([O:23][C:24]([CH3:26])([CH3:25])[CH3:27])=[O:22])[CH2:19][CH2:20]2)=[CH:3]1.